Dataset: Reaction yield outcomes from USPTO patents with 853,638 reactions. Task: Predict the reaction yield, written as a fraction of the theoretical maximum amount of product (1.0 means a 100% yield; for example, 0.34 means a 34% yield). (1) The reactants are C(OC([NH:8][C@H:9]([C:11]([NH:13][CH:14]1[N:20]=[C:19]([C:21]2[CH:26]=[CH:25][CH:24]=[CH:23][N:22]=2)[C:18]2[CH:27]=[CH:28][CH:29]=[CH:30][C:17]=2[N:16]([CH3:31])[C:15]1=[O:32])=[O:12])[CH3:10])=O)(C)(C)C.C(O)(C(F)(F)F)=O. The catalyst is C(Cl)Cl. The product is [NH2:8][C@H:9]([C:11]([NH:13][CH:14]1[N:20]=[C:19]([C:21]2[CH:26]=[CH:25][CH:24]=[CH:23][N:22]=2)[C:18]2[CH:27]=[CH:28][CH:29]=[CH:30][C:17]=2[N:16]([CH3:31])[C:15]1=[O:32])=[O:12])[CH3:10]. The yield is 0.660. (2) The reactants are [CH2:1]([C:3]([C:21]1[CH:26]=[CH:25][C:24]([OH:27])=[C:23]([CH3:28])[CH:22]=1)([C:6]1[CH:11]=[CH:10][C:9]([C:12]#[C:13][CH:14]([OH:19])[C:15]2([CH3:18])[CH2:17][CH2:16]2)=[C:8]([CH3:20])[CH:7]=1)[CH2:4][CH3:5])[CH3:2].C([O-])([O-])=O.[K+].[K+].[O:35]=[C:36]1[O:40][C@@H:39]([CH2:41]OS(C2C=CC(C)=CC=2)(=O)=O)[CH2:38][CH2:37]1.C(OCC)(=O)C. The catalyst is CN(C=O)C. The product is [CH2:1]([C:3]([C:21]1[CH:26]=[CH:25][C:24]([O:27][CH2:41][C@@H:39]2[O:40][C:36](=[O:35])[CH2:37][CH2:38]2)=[C:23]([CH3:28])[CH:22]=1)([C:6]1[CH:11]=[CH:10][C:9]([C:12]#[C:13][CH:14]([OH:19])[C:15]2([CH3:18])[CH2:17][CH2:16]2)=[C:8]([CH3:20])[CH:7]=1)[CH2:4][CH3:5])[CH3:2]. The yield is 0.530. (3) The reactants are [C:1]([O:5][C:6]([NH:8][C:9]1[CH:14]=[CH:13][CH:12]=[C:11]([O:15][CH3:16])[C:10]=1[N+:17]([O-])=O)=[O:7])([CH3:4])([CH3:3])[CH3:2]. The catalyst is CO.[Ni].O.[H][H]. The product is [C:1]([O:5][C:6]([NH:8][C:9]1[CH:14]=[CH:13][CH:12]=[C:11]([O:15][CH3:16])[C:10]=1[NH2:17])=[O:7])([CH3:4])([CH3:3])[CH3:2]. The yield is 0.550.